Predict the reaction yield, written as a fraction of the theoretical maximum amount of product (1.0 means a 100% yield; for example, 0.34 means a 34% yield). From a dataset of Reaction yield outcomes from USPTO patents with 853,638 reactions. (1) The reactants are [S:1]1[CH:5]=[CH:4][C:3]([CH:6]=O)=[CH:2]1.[C:8]12([NH2:18])[CH2:17][CH:12]3[CH2:13][CH:14]([CH2:16][CH:10]([CH2:11]3)[CH2:9]1)[CH2:15]2. No catalyst specified. The product is [C:8]12([NH:18][CH2:6][C:3]3[CH:4]=[CH:5][S:1][CH:2]=3)[CH2:15][CH:14]3[CH2:13][CH:12]([CH2:11][CH:10]([CH2:16]3)[CH2:9]1)[CH2:17]2. The yield is 0.800. (2) The reactants are [N:1]1[CH:6]=[CH:5][CH:4]=[C:3]([OH:7])[CH:2]=1.[H-].[Na+].Cl[CH2:11][O:12][CH3:13]. The catalyst is CN(C=O)C. The product is [CH3:11][O:12][CH2:13][O:7][C:3]1[CH:2]=[N:1][CH:6]=[CH:5][CH:4]=1. The yield is 0.270. (3) The reactants are [OH:1][CH:2]1[CH2:11][C:10]2[C:5](=[CH:6][CH:7]=[CH:8][CH:9]=2)[CH2:4][CH:3]1[N:12]1[CH2:17][CH2:16][CH:15]([C:18]([N:20]([O:22][CH3:23])[CH3:21])=[O:19])[CH2:14][CH2:13]1.N1C=CN=C1.[CH3:29][C:30]([Si:33](Cl)([CH3:35])[CH3:34])([CH3:32])[CH3:31]. The catalyst is C(Cl)Cl. The product is [Si:33]([O:1][CH:2]1[CH2:11][C:10]2[C:5](=[CH:6][CH:7]=[CH:8][CH:9]=2)[CH2:4][CH:3]1[N:12]1[CH2:13][CH2:14][CH:15]([C:18]([N:20]([O:22][CH3:23])[CH3:21])=[O:19])[CH2:16][CH2:17]1)([C:30]([CH3:32])([CH3:31])[CH3:29])([CH3:35])[CH3:34]. The yield is 0.700.